From a dataset of Reaction yield outcomes from USPTO patents with 853,638 reactions. Predict the reaction yield, written as a fraction of the theoretical maximum amount of product (1.0 means a 100% yield; for example, 0.34 means a 34% yield). (1) The reactants are [CH3:1][C:2]1[C:7]([C:8]([OH:10])=O)=[CH:6][N:5]=[C:4]([C:11]2[S:12][CH:13]=[CH:14][N:15]=2)[N:3]=1.[NH2:16][N:17]1[C:25]2[C:20](=[CH:21][C:22]([F:26])=[CH:23][CH:24]=2)[C:19]([CH2:27][CH2:28][C:29]([CH3:32])([OH:31])[CH3:30])=[CH:18]1.C[N+]1(C2N=C(OC)N=C(OC)N=2)CCOCC1.[Cl-]. The catalyst is CN(C=O)C.C([O-])([O-])=O.[Na+].[Na+]. The product is [F:26][C:22]1[CH:21]=[C:20]2[C:25](=[CH:24][CH:23]=1)[N:17]([NH:16][C:8]([C:7]1[C:2]([CH3:1])=[N:3][C:4]([C:11]3[S:12][CH:13]=[CH:14][N:15]=3)=[N:5][CH:6]=1)=[O:10])[CH:18]=[C:19]2[CH2:27][CH2:28][C:29]([OH:31])([CH3:30])[CH3:32]. The yield is 0.260. (2) The reactants are [F:1][C:2]1[CH:7]=[CH:6][C:5]([CH2:8][C:9](Cl)=[O:10])=[CH:4][CH:3]=1.[NH2:12][C:13](=[N:19]O)[C:14]([O:16][CH2:17][CH3:18])=[O:15].C(N(CC)C(C)C)(C)C.O. The catalyst is ClCCl. The product is [F:1][C:2]1[CH:7]=[CH:6][C:5]([CH2:8][C:9]2[O:10][N:19]=[C:13]([C:14]([O:16][CH2:17][CH3:18])=[O:15])[N:12]=2)=[CH:4][CH:3]=1. The yield is 0.330.